From a dataset of NCI-60 drug combinations with 297,098 pairs across 59 cell lines. Regression. Given two drug SMILES strings and cell line genomic features, predict the synergy score measuring deviation from expected non-interaction effect. (1) Drug 1: CC1=C(C=C(C=C1)C(=O)NC2=CC(=CC(=C2)C(F)(F)F)N3C=C(N=C3)C)NC4=NC=CC(=N4)C5=CN=CC=C5. Drug 2: CCC1(CC2CC(C3=C(CCN(C2)C1)C4=CC=CC=C4N3)(C5=C(C=C6C(=C5)C78CCN9C7C(C=CC9)(C(C(C8N6C)(C(=O)OC)O)OC(=O)C)CC)OC)C(=O)OC)O.OS(=O)(=O)O. Cell line: MDA-MB-435. Synergy scores: CSS=17.2, Synergy_ZIP=-7.62, Synergy_Bliss=-8.94, Synergy_Loewe=-17.3, Synergy_HSA=-5.79. (2) Drug 1: C1=CN(C(=O)N=C1N)C2C(C(C(O2)CO)O)O.Cl. Drug 2: C1=NC(=NC(=O)N1C2C(C(C(O2)CO)O)O)N. Cell line: NCIH23. Synergy scores: CSS=33.5, Synergy_ZIP=-3.65, Synergy_Bliss=-5.76, Synergy_Loewe=-12.1, Synergy_HSA=-4.05. (3) Drug 2: CC1CCC2CC(C(=CC=CC=CC(CC(C(=O)C(C(C(=CC(C(=O)CC(OC(=O)C3CCCCN3C(=O)C(=O)C1(O2)O)C(C)CC4CCC(C(C4)OC)OCCO)C)C)O)OC)C)C)C)OC. Drug 1: CC1=CC2C(CCC3(C2CCC3(C(=O)C)OC(=O)C)C)C4(C1=CC(=O)CC4)C. Cell line: HCC-2998. Synergy scores: CSS=6.79, Synergy_ZIP=-0.571, Synergy_Bliss=0.00566, Synergy_Loewe=-13.2, Synergy_HSA=-2.76. (4) Drug 1: CC1C(C(=O)NC(C(=O)N2CCCC2C(=O)N(CC(=O)N(C(C(=O)O1)C(C)C)C)C)C(C)C)NC(=O)C3=C4C(=C(C=C3)C)OC5=C(C(=O)C(=C(C5=N4)C(=O)NC6C(OC(=O)C(N(C(=O)CN(C(=O)C7CCCN7C(=O)C(NC6=O)C(C)C)C)C)C(C)C)C)N)C. Drug 2: CCN(CC)CCNC(=O)C1=C(NC(=C1C)C=C2C3=C(C=CC(=C3)F)NC2=O)C. Cell line: SNB-75. Synergy scores: CSS=1.70, Synergy_ZIP=0.130, Synergy_Bliss=-1.04, Synergy_Loewe=-1.74, Synergy_HSA=-1.11. (5) Drug 1: C1=CC(=CC=C1CCCC(=O)O)N(CCCl)CCCl. Drug 2: CCC(=C(C1=CC=CC=C1)C2=CC=C(C=C2)OCCN(C)C)C3=CC=CC=C3.C(C(=O)O)C(CC(=O)O)(C(=O)O)O. Cell line: SK-MEL-5. Synergy scores: CSS=27.9, Synergy_ZIP=-3.55, Synergy_Bliss=-3.01, Synergy_Loewe=-8.39, Synergy_HSA=-7.75. (6) Drug 1: CC1CCC2CC(C(=CC=CC=CC(CC(C(=O)C(C(C(=CC(C(=O)CC(OC(=O)C3CCCCN3C(=O)C(=O)C1(O2)O)C(C)CC4CCC(C(C4)OC)OCCO)C)C)O)OC)C)C)C)OC. Drug 2: C#CCC(CC1=CN=C2C(=N1)C(=NC(=N2)N)N)C3=CC=C(C=C3)C(=O)NC(CCC(=O)O)C(=O)O. Cell line: SW-620. Synergy scores: CSS=55.2, Synergy_ZIP=2.12, Synergy_Bliss=1.37, Synergy_Loewe=-9.57, Synergy_HSA=1.02. (7) Drug 1: C1C(C(OC1N2C=NC3=C(N=C(N=C32)Cl)N)CO)O. Drug 2: CC12CCC3C(C1CCC2OP(=O)(O)O)CCC4=C3C=CC(=C4)OC(=O)N(CCCl)CCCl.[Na+]. Cell line: SN12C. Synergy scores: CSS=47.0, Synergy_ZIP=-3.91, Synergy_Bliss=-2.92, Synergy_Loewe=-9.30, Synergy_HSA=-1.43.